This data is from Forward reaction prediction with 1.9M reactions from USPTO patents (1976-2016). The task is: Predict the product of the given reaction. (1) Given the reactants [CH2:1]([N:3]1[CH2:8][CH2:7][NH:6][CH2:5][CH2:4]1)[CH3:2].C(=O)([O-])[O-].[K+].[K+].[CH2:15]([O:22][C:23]1[CH:50]=[CH:49][C:48]([CH2:51][CH2:52]Br)=[CH:47][C:24]=1[C:25]([NH:27][C:28]1[CH:40]=[C:39]([C:41]2[CH:46]=[CH:45][CH:44]=[CH:43][CH:42]=2)[CH:38]=[CH:37][C:29]=1[C:30]([O:32][C:33]([CH3:36])([CH3:35])[CH3:34])=[O:31])=[O:26])[C:16]1[CH:21]=[CH:20][CH:19]=[CH:18][CH:17]=1, predict the reaction product. The product is: [CH2:15]([O:22][C:23]1[CH:50]=[CH:49][C:48]([CH2:51][CH2:52][N:6]2[CH2:7][CH2:8][N:3]([CH2:1][CH3:2])[CH2:4][CH2:5]2)=[CH:47][C:24]=1[C:25]([NH:27][C:28]1[CH:40]=[C:39]([C:41]2[CH:46]=[CH:45][CH:44]=[CH:43][CH:42]=2)[CH:38]=[CH:37][C:29]=1[C:30]([O:32][C:33]([CH3:36])([CH3:35])[CH3:34])=[O:31])=[O:26])[C:16]1[CH:21]=[CH:20][CH:19]=[CH:18][CH:17]=1. (2) Given the reactants [N:1]1([C:6]2[CH:11]=[CH:10][C:9]([C:12]([F:15])([F:14])[F:13])=[CH:8][C:7]=2[CH2:16][N:17]2[CH2:22][CH2:21][N:20](C(OC(C)(C)C)=O)[CH2:19][CH2:18]2)[CH2:5][CH2:4][CH2:3][CH2:2]1.FC(F)(F)C(O)=O, predict the reaction product. The product is: [N:1]1([C:6]2[CH:11]=[CH:10][C:9]([C:12]([F:13])([F:14])[F:15])=[CH:8][C:7]=2[CH2:16][N:17]2[CH2:18][CH2:19][NH:20][CH2:21][CH2:22]2)[CH2:2][CH2:3][CH2:4][CH2:5]1. (3) Given the reactants C(O[C:4]([C:6]1[CH:7]=[C:8]([CH2:19][CH2:20][O:21][CH3:22])[N:9]2[C:14]=1[C:13]([C:15]([F:18])([F:17])[F:16])=[CH:12][CH:11]=[CH:10]2)=[O:5])C.[NH2:23][CH2:24][C@@:25]1([OH:32])[CH2:30][CH2:29][CH2:28][C@@H:27]([CH3:31])[CH2:26]1.CCCCCCCC, predict the reaction product. The product is: [OH:32][C@:25]1([CH2:24][NH:23][C:4]([C:6]2[CH:7]=[C:8]([CH2:19][CH2:20][O:21][CH3:22])[N:9]3[C:14]=2[C:13]([C:15]([F:17])([F:16])[F:18])=[CH:12][CH:11]=[CH:10]3)=[O:5])[CH2:30][CH2:29][CH2:28][C@@H:27]([CH3:31])[CH2:26]1. (4) The product is: [CH2:1]([O:8][C:9]1[C:13]([CH2:14][CH2:15][CH2:16][OH:17])=[CH:12][N:11]([C:21]2[CH:26]=[CH:25][C:24]([C:27]([F:28])([F:30])[F:29])=[CH:23][N:22]=2)[N:10]=1)[C:2]1[CH:7]=[CH:6][CH:5]=[CH:4][CH:3]=1. Given the reactants [CH2:1]([O:8][C:9]1[C:13]([CH2:14][CH2:15][C:16](OCC)=[O:17])=[CH:12][N:11]([C:21]2[CH:26]=[CH:25][C:24]([C:27]([F:30])([F:29])[F:28])=[CH:23][N:22]=2)[N:10]=1)[C:2]1[CH:7]=[CH:6][CH:5]=[CH:4][CH:3]=1.[H-].C([Al+]CC(C)C)C(C)C.Cl, predict the reaction product. (5) Given the reactants [OH-].[Na+].C([O:5][C:6]([C:8]1[CH:12]=[C:11]([CH:13]2[CH2:18][CH2:17][CH2:16][CH2:15][CH2:14]2)[S:10][CH:9]=1)=[O:7])C, predict the reaction product. The product is: [CH:13]1([C:11]2[S:10][CH:9]=[C:8]([C:6]([OH:7])=[O:5])[CH:12]=2)[CH2:14][CH2:15][CH2:16][CH2:17][CH2:18]1. (6) Given the reactants Cl.[CH3:2][C:3]1[CH:4]=[C:5]([CH:15]([NH2:17])[CH3:16])[CH:6]=[N:7][C:8]=1[O:9][CH2:10][C:11]([F:14])([F:13])[F:12].[NH2:18][C:19]1[N:24]=[C:23]([C:25](O)=[O:26])[CH:22]=[C:21]([CH3:28])[N:20]=1, predict the reaction product. The product is: [NH2:18][C:19]1[N:24]=[C:23]([C:25]([NH:17][CH:15]([C:5]2[CH:6]=[N:7][C:8]([O:9][CH2:10][C:11]([F:14])([F:12])[F:13])=[C:3]([CH3:2])[CH:4]=2)[CH3:16])=[O:26])[CH:22]=[C:21]([CH3:28])[N:20]=1. (7) The product is: [Br:19][C:10]1[S:9][C:8]([C:5]2[CH:6]=[CH:7][C:2]([Br:1])=[CH:3][C:4]=2[CH3:13])=[CH:12][CH:11]=1. Given the reactants [Br:1][C:2]1[CH:7]=[CH:6][C:5]([C:8]2[S:9][CH:10]=[CH:11][CH:12]=2)=[C:4]([CH3:13])[CH:3]=1.C([O-])(=O)C.[Na+].[Br:19]Br.[OH-].[Na+], predict the reaction product.